From a dataset of Catalyst prediction with 721,799 reactions and 888 catalyst types from USPTO. Predict which catalyst facilitates the given reaction. (1) Reactant: Br[C:2]1[CH:11]=[C:10]([CH:12]=[O:13])[C:9]([C:14]2[CH:19]=[CH:18][CH:17]=[C:16]([F:20])[CH:15]=2)=[C:8]2[C:3]=1[CH:4]=[CH:5][CH:6]=[N:7]2.[CH3:21][N:22](C)C=O. Product: [F:20][C:16]1[CH:15]=[C:14]([C:9]2[C:8]3[N:7]=[CH:6][CH:5]=[CH:4][C:3]=3[C:2]([C:21]#[N:22])=[CH:11][C:10]=2[CH:12]=[O:13])[CH:19]=[CH:18][CH:17]=1. The catalyst class is: 267. (2) Reactant: [CH2:1]([N:4]([CH2:47][CH2:48][CH3:49])[C:5]([CH2:7][O:8][C:9](=[O:46])[CH2:10][CH2:11][NH:12][S:13]([C:16]1[CH:21]=[CH:20][CH:19]=[C:18]([C:22]([N:24]2[CH2:45][CH2:44][C:27]3([NH:31]/[C:30](=[N:32]/[C:33]([C:35]4[C:40]([NH2:41])=[N:39][C:38]([NH2:42])=[C:37]([Cl:43])[N:36]=4)=[O:34])/[NH:29][CH2:28]3)[CH2:26][CH2:25]2)=[O:23])[CH:17]=1)(=[O:15])=[O:14])=[O:6])[CH2:2][CH3:3].[C:50]([OH:57])(=[O:56])[CH2:51][CH2:52][C:53]([OH:55])=[O:54]. Product: [C:50]([OH:57])(=[O:56])[CH2:51][CH2:52][C:53]([OH:55])=[O:54].[CH2:47]([N:4]([CH2:1][CH2:2][CH3:3])[C:5]([CH2:7][O:8][C:9](=[O:46])[CH2:10][CH2:11][NH:12][S:13]([C:16]1[CH:21]=[CH:20][CH:19]=[C:18]([C:22]([N:24]2[CH2:45][CH2:44][C:27]3([NH:31]/[C:30](=[N:32]/[C:33]([C:35]4[C:40]([NH2:41])=[N:39][C:38]([NH2:42])=[C:37]([Cl:43])[N:36]=4)=[O:34])/[NH:29][CH2:28]3)[CH2:26][CH2:25]2)=[O:23])[CH:17]=1)(=[O:15])=[O:14])=[O:6])[CH2:48][CH3:49]. The catalyst class is: 5. (3) Reactant: [CH:1]1[C:10]2[CH2:9][CH2:8][CH2:7][CH2:6][C:5]=2[CH:4]=[CH:3][C:2]=1[OH:11].Cl[C:13]1[C:18]([CH3:19])=[CH:17][C:16]([N+:20]([O-:22])=[O:21])=[C:15]([CH3:23])[CH:14]=1.C(=O)([O-])[O-].[K+].[K+]. Product: [CH:1]1[C:10]2[CH2:9][CH2:8][CH2:7][CH2:6][C:5]=2[CH:4]=[CH:3][C:2]=1[O:11][C:13]1[C:18]([CH3:19])=[CH:17][C:16]([N+:20]([O-:22])=[O:21])=[C:15]([CH3:23])[CH:14]=1. The catalyst class is: 9. (4) Reactant: [Br:1][C:2]1[CH:3]=[CH:4][C:5]([O:12][CH2:13][C:14]2[CH:19]=[CH:18][C:17]([Cl:20])=[CH:16][CH:15]=2)=[C:6]([C:8](=[O:11])[CH:9]=[CH2:10])[CH:7]=1.[OH:21][C@@H:22]1[CH2:26][CH2:25][NH:24][CH2:23]1.[BH4-].[Na+]. Product: [Br:1][C:2]1[CH:3]=[CH:4][C:5]([O:12][CH2:13][C:14]2[CH:15]=[CH:16][C:17]([Cl:20])=[CH:18][CH:19]=2)=[C:6]([CH:8]([OH:11])[CH2:9][CH2:10][N:24]2[CH2:25][CH2:26][C@@H:22]([OH:21])[CH2:23]2)[CH:7]=1. The catalyst class is: 100. (5) Reactant: [Cl:1][C:2]1[C:11]2[C:6](=[CH:7][CH:8]=[C:9](C(C3C(C)=NC(C)=CC=3)O)[CH:10]=2)[N:5]=[C:4]([O:22][CH3:23])[C:3]=1[CH2:24][C:25]1[CH:30]=[CH:29][C:28]([C:31]([F:34])([F:33])[F:32])=[CH:27][CH:26]=1.C([Li])CCC.[CH3:40][C:41]1[S:42][C:43]([C:47]([C:49]2[N:53]([CH3:54])[N:52]=[N:51][CH:50]=2)=[O:48])=[C:44]([CH3:46])[N:45]=1. Product: [Cl:1][C:2]1[C:11]2[C:6](=[CH:7][CH:8]=[C:9]([C:47]([C:43]3[S:42][C:41]([CH3:40])=[N:45][C:44]=3[CH3:46])([C:49]3[N:53]([CH3:54])[N:52]=[N:51][CH:50]=3)[OH:48])[CH:10]=2)[N:5]=[C:4]([O:22][CH3:23])[C:3]=1[CH2:24][C:25]1[CH:30]=[CH:29][C:28]([C:31]([F:34])([F:32])[F:33])=[CH:27][CH:26]=1. The catalyst class is: 1.